Dataset: Full USPTO retrosynthesis dataset with 1.9M reactions from patents (1976-2016). Task: Predict the reactants needed to synthesize the given product. (1) The reactants are: CC1C=CC(S(O[CH:12]2[CH2:17][O:16][CH:15]([C:18]3[CH:23]=[CH:22][CH:21]=[CH:20][CH:19]=3)[O:14][CH2:13]2)(=O)=O)=CC=1.CN(C=O)C.[N-:29]=[N+:30]=[N-:31].[Na+]. Given the product [N:29]([CH:12]1[CH2:17][O:16][CH:15]([C:18]2[CH:23]=[CH:22][CH:21]=[CH:20][CH:19]=2)[O:14][CH2:13]1)=[N+:30]=[N-:31], predict the reactants needed to synthesize it. (2) The reactants are: Br[C:2]1[CH:7]=[CH:6][CH:5]=[C:4]([Br:8])[N:3]=1.[Br-].[N:10]1[CH:15]=[CH:14][CH:13]=[CH:12][C:11]=1[Zn+]. Given the product [Br:8][C:4]1[N:3]=[C:2]([C:11]2[CH:12]=[CH:13][CH:14]=[CH:15][N:10]=2)[CH:7]=[CH:6][CH:5]=1, predict the reactants needed to synthesize it. (3) Given the product [C:42]([O:41][C:32]([NH:33][CH2:34][CH2:35][C:22]1[C:26]2[C:25](=[CH:21][C:20]([Cl:19])=[C:28]3[O:29][CH2:30][CH2:31][C:27]3=2)[NH:24][C:23]=1[C:54]([OH:56])=[O:55])=[O:36])([CH3:45])([CH3:44])[CH3:43], predict the reactants needed to synthesize it. The reactants are: ClC1C=C2C(C3CCNC(=O)C=3N2)=C2CCOC=12.[Cl:19][C:20]1[C:21]2[C:22]3[CH2:35][CH2:34][NH:33][C:32](=[O:36])[C:23]=3[NH:24][C:25]=2[CH:26]=[C:27]2[CH2:31][CH2:30][O:29][C:28]=12.[OH-].[Na+].C(OC([O:41][C:42]([CH3:45])([CH3:44])[CH3:43])=O)([O:41][C:42]([CH3:45])([CH3:44])[CH3:43])=O.[C:54](=O)([O-:56])[OH:55].[Na+].Cl. (4) Given the product [CH3:23][O:24][C:25]1[CH:30]=[CH:29][C:28]([NH:31][C:2]2[C:11]3[C:6](=[CH:7][CH:8]=[CH:9][CH:10]=3)[C:5]3=[N:12][N:13]=[C:14]([C:15]4[CH:20]=[CH:19][C:18]([O:21][CH3:22])=[CH:17][CH:16]=4)[N:4]3[N:3]=2)=[CH:27][CH:26]=1, predict the reactants needed to synthesize it. The reactants are: Cl[C:2]1[C:11]2[C:6](=[CH:7][CH:8]=[CH:9][CH:10]=2)[C:5]2=[N:12][N:13]=[C:14]([C:15]3[CH:20]=[CH:19][C:18]([O:21][CH3:22])=[CH:17][CH:16]=3)[N:4]2[N:3]=1.[CH3:23][O:24][C:25]1[CH:30]=[CH:29][C:28]([NH2:31])=[CH:27][CH:26]=1. (5) The reactants are: CC1C=CC(S(O[CH2:12][C@@H:13]2[O:18][C:17]3[C:19]([OH:28])=[C:20]([NH:23][C:24]([O:26]C)=O)[CH:21]=[CH:22][C:16]=3[O:15][CH2:14]2)(=O)=O)=CC=1.[NH:29]1[CH2:34][CH:33]=[C:32]([C:35]2[C:43]3[C:38](=[CH:39][CH:40]=[CH:41][CH:42]=3)[NH:37][CH:36]=2)[CH2:31][CH2:30]1. Given the product [NH:37]1[C:38]2[C:43](=[CH:42][CH:41]=[CH:40][CH:39]=2)[C:35]([C:32]2[CH2:33][CH2:34][N:29]([CH2:12][CH:13]3[O:18][C:17]4[C:16](=[CH:22][CH:21]=[C:20]5[NH:23][C:24](=[O:26])[O:28][C:19]5=4)[O:15][CH2:14]3)[CH2:30][CH:31]=2)=[CH:36]1, predict the reactants needed to synthesize it. (6) Given the product [CH3:32][O:31][C:22]1[C:21]([S:18](=[O:20])(=[O:19])[NH:14][CH2:13][CH2:12][C:11]2[CH:10]=[CH:9][C:8]([O:1][C:2]3[CH:3]=[CH:4][CH:5]=[CH:6][CH:7]=3)=[CH:16][CH:15]=2)=[CH:29][C:25]([C:26]([OH:28])=[O:27])=[C:24]([CH3:30])[CH:23]=1, predict the reactants needed to synthesize it. The reactants are: [O:1]([C:8]1[CH:16]=[CH:15][C:11]([CH2:12][CH2:13][NH2:14])=[CH:10][CH:9]=1)[C:2]1[CH:7]=[CH:6][CH:5]=[CH:4][CH:3]=1.Cl[S:18]([C:21]1[C:22]([O:31][CH3:32])=[CH:23][C:24]([CH3:30])=[C:25]([CH:29]=1)[C:26]([OH:28])=[O:27])(=[O:20])=[O:19].N1C=CC=CC=1. (7) Given the product [C:23]([C:21]1[CH:22]=[C:17]([NH:16][C:15]([NH:35][C:36]2[C:45]3[C:40](=[CH:41][CH:42]=[CH:43][CH:44]=3)[C:39]([O:46][C:47]3[CH:52]=[CH:51][N:50]=[C:49]([NH:53][C:54]4[CH:59]=[C:58]([O:60][CH2:61][CH2:62][O:63][CH2:64][CH2:65][O:66][CH2:67][CH2:68][O:69][CH3:70])[CH:57]=[C:56]([O:71][CH3:72])[CH:55]=4)[CH:48]=3)=[CH:38][CH:37]=2)=[O:34])[C:18]([O:32][CH3:33])=[C:19]([NH:27][S:28]([CH3:31])(=[O:30])=[O:29])[CH:20]=1)([CH3:25])([CH3:26])[CH3:24], predict the reactants needed to synthesize it. The reactants are: CCN(CC)CC.C1(O[C:15](=[O:34])[NH:16][C:17]2[CH:22]=[C:21]([C:23]([CH3:26])([CH3:25])[CH3:24])[CH:20]=[C:19]([NH:27][S:28]([CH3:31])(=[O:30])=[O:29])[C:18]=2[O:32][CH3:33])C=CC=CC=1.[NH2:35][C:36]1[C:45]2[C:40](=[CH:41][CH:42]=[CH:43][CH:44]=2)[C:39]([O:46][C:47]2[CH:52]=[CH:51][N:50]=[C:49]([NH:53][C:54]3[CH:59]=[C:58]([O:60][CH2:61][CH2:62][O:63][CH2:64][CH2:65][O:66][CH2:67][CH2:68][O:69][CH3:70])[CH:57]=[C:56]([O:71][CH3:72])[CH:55]=3)[CH:48]=2)=[CH:38][CH:37]=1.